This data is from Forward reaction prediction with 1.9M reactions from USPTO patents (1976-2016). The task is: Predict the product of the given reaction. (1) Given the reactants C(=[N:14][CH:15]([CH2:23][C:24]1[CH:25]=[N:26][C:27]([NH:30][C:31]([O:33][C:34]([CH3:37])([CH3:36])[CH3:35])=[O:32])=[CH:28][CH:29]=1)[C:16]([O:18][C:19]([CH3:22])([CH3:21])[CH3:20])=[O:17])(C1C=CC=CC=1)C1C=CC=CC=1, predict the reaction product. The product is: [NH2:14][C@@H:15]([CH2:23][C:24]1[CH:25]=[N:26][C:27]([NH:30][C:31]([O:33][C:34]([CH3:37])([CH3:36])[CH3:35])=[O:32])=[CH:28][CH:29]=1)[C:16]([O:18][C:19]([CH3:20])([CH3:21])[CH3:22])=[O:17]. (2) Given the reactants [Cl:1][C:2]1[C:3]([CH:21]([CH:23]2[CH2:27][CH2:26][C@H:25]([N:28]([CH2:36][C:37]3[CH:42]=[CH:41][CH:40]=[CH:39][CH:38]=3)[CH2:29][C:30]3[CH:35]=[CH:34][CH:33]=[CH:32][CH:31]=3)[CH2:24]2)[OH:22])=[C:4]2[CH:10]=[CH:9][N:8]([Si:11]([CH:18]([CH3:20])[CH3:19])([CH:15]([CH3:17])[CH3:16])[CH:12]([CH3:14])[CH3:13])[C:5]2=[N:6][CH:7]=1.CC(OI1(OC(C)=O)(OC(C)=O)OC(=O)C2C=CC=CC1=2)=O.S([O-])([O-])=O.[Na+].[Na+], predict the reaction product. The product is: [Cl:1][C:2]1[C:3]([C:21]([CH:23]2[CH2:27][CH2:26][C@H:25]([N:28]([CH2:36][C:37]3[CH:38]=[CH:39][CH:40]=[CH:41][CH:42]=3)[CH2:29][C:30]3[CH:31]=[CH:32][CH:33]=[CH:34][CH:35]=3)[CH2:24]2)=[O:22])=[C:4]2[CH:10]=[CH:9][N:8]([Si:11]([CH:18]([CH3:19])[CH3:20])([CH:15]([CH3:16])[CH3:17])[CH:12]([CH3:14])[CH3:13])[C:5]2=[N:6][CH:7]=1. (3) The product is: [CH2:1]([O:4][C:5]1([CH3:39])[CH2:10][CH2:9][N:8]([C:11]2[N:16]3[CH:17]=[C:18]([C:20]4[CH:21]=[C:22]([C:43]5[CH:44]=[C:45]([F:47])[CH:46]=[C:41]([F:40])[C:42]=5[O:59][C@H:60]([CH2:62][CH:63]=[CH2:64])[CH3:61])[CH:23]=[CH:24][CH:25]=4)[N:19]=[C:15]3[C:14]([CH3:27])=[C:13]([CH3:28])[C:12]=2[C@H:29]([O:34][C:35]([CH3:38])([CH3:37])[CH3:36])[C:30]([O:32][CH3:33])=[O:31])[CH2:7][CH2:6]1)[CH:2]=[CH2:3]. Given the reactants [CH2:1]([O:4][C:5]1([CH3:39])[CH2:10][CH2:9][N:8]([C:11]2[N:16]3[CH:17]=[C:18]([C:20]4[CH:25]=[CH:24][CH:23]=[C:22](Br)[CH:21]=4)[N:19]=[C:15]3[C:14]([CH3:27])=[C:13]([CH3:28])[C:12]=2[C@H:29]([O:34][C:35]([CH3:38])([CH3:37])[CH3:36])[C:30]([O:32][CH3:33])=[O:31])[CH2:7][CH2:6]1)[CH:2]=[CH2:3].[F:40][C:41]1[C:42]([O:59][C@H:60]([CH2:62][CH:63]=[CH2:64])[CH3:61])=[C:43](B2OC(=O)CN(C)CC(=O)O2)[CH:44]=[C:45]([F:47])[CH:46]=1.C(OC1(C)CCN(C2N3C=C(C4C=C(C5C=C(F)C(F)=CC=5O[C@H](CC=C)C)C=CC=4)N=C3C(C)=C(C)C=2[C@H](OC(C)(C)C)C(OC)=O)CC1)C=C, predict the reaction product.